From a dataset of Reaction yield outcomes from USPTO patents with 853,638 reactions. Predict the reaction yield, written as a fraction of the theoretical maximum amount of product (1.0 means a 100% yield; for example, 0.34 means a 34% yield). (1) The reactants are [F:1][C:2]([F:16])([C:8]1(O)[CH2:13][CH2:12][CH:11]([CH3:14])[CH2:10][CH2:9]1)[C:3]([O:5][CH2:6][CH3:7])=[O:4].S(Cl)(Cl)=O.C(=O)(O)[O-].[Na+]. The catalyst is N1C=CC=CC=1.O. The product is [F:1][C:2]([F:16])([C:8]1[CH2:13][CH2:12][CH:11]([CH3:14])[CH2:10][CH:9]=1)[C:3]([O:5][CH2:6][CH3:7])=[O:4]. The yield is 0.620. (2) The product is [Cl:1][C:2]1[CH:7]=[C:6]([Cl:8])[CH:5]=[CH:4][C:3]=1[C@H:9]([N:11]1[C:15]2[CH:16]=[C:17]([C:20]3[CH2:21][CH2:22][N:23]([C:39]([C@H:34]4[CH2:35][CH2:36][CH2:37][CH2:38][NH:33]4)=[O:40])[CH2:24][CH:25]=3)[CH:18]=[CH:19][C:14]=2[N:13]=[CH:12]1)[CH3:10]. The yield is 0.850. The catalyst is CN(C)C=O.C(OCC)(=O)C. The reactants are [Cl:1][C:2]1[CH:7]=[C:6]([Cl:8])[CH:5]=[CH:4][C:3]=1[C@H:9]([N:11]1[C:15]2[CH:16]=[C:17]([C:20]3[CH2:21][CH2:22][NH:23][CH2:24][CH:25]=3)[CH:18]=[CH:19][C:14]=2[N:13]=[CH:12]1)[CH3:10].C(OC([N:33]1[CH2:38][CH2:37][CH2:36][CH2:35][C@@H:34]1[C:39](O)=[O:40])=O)(C)(C)C.F[P-](F)(F)(F)(F)F.C[N+](C)=C(N(C)C)ON1C2N=CC=CC=2N=N1.C(N(C(C)C)CC)(C)C. (3) The reactants are C[O:2][C:3]1[C:8]2[NH:9][C:10]([CH2:12][C:13]3[S:14][CH:15]=[CH:16][CH:17]=3)=[N:11][C:7]=2[C:6]([C:18]([O:20]C)=[O:19])=[CH:5][CH:4]=1.B(Br)(Br)Br. No catalyst specified. The product is [OH:2][C:3]1[C:8]2[NH:9][C:10]([CH2:12][C:13]3[S:14][CH:15]=[CH:16][CH:17]=3)=[N:11][C:7]=2[C:6]([C:18]([OH:20])=[O:19])=[CH:5][CH:4]=1. The yield is 0.730. (4) The reactants are [ClH:1].O1CCOCC1.C(OC([N:15]1[CH2:28][C:18]2=[C:19]3[N:24]([N:25]=[C:17]2[CH2:16]1)[C:23]([CH3:26])=[C:22]([CH3:27])[CH:21]=[N:20]3)=O)(C)(C)C. The catalyst is CO. The product is [ClH:1].[ClH:1].[CH3:27][C:22]1[CH:21]=[N:20][C:19]2[N:24]([N:25]=[C:17]3[CH2:16][NH:15][CH2:28][C:18]3=2)[C:23]=1[CH3:26]. The yield is 0.620. (5) The reactants are COC[O:4][C:5]1[CH:10]=[C:9]([O:11]COC)[CH:8]=[CH:7][C:6]=1[CH:15]1[CH2:19][CH2:18][C:17](=[O:20])[CH2:16]1. The catalyst is CO. The product is [OH:4][C:5]1[CH:10]=[C:9]([OH:11])[CH:8]=[CH:7][C:6]=1[CH:15]1[CH2:19][CH2:18][C:17](=[O:20])[CH2:16]1. The yield is 0.700.